Predict the product of the given reaction. From a dataset of Forward reaction prediction with 1.9M reactions from USPTO patents (1976-2016). (1) Given the reactants C1(P(C2C=CC=CC=2)C2C=CC=CC=2)C=CC=CC=1.CC(OC(/N=N/C(OC(C)C)=O)=O)C.[SH:34][C:35]1[CH:53]=[CH:52][C:51]([N+:54]([O-:56])=[O:55])=[CH:50][C:36]=1[CH2:37][N:38]([CH3:49])[C:39](=[O:48])[O:40][CH2:41][C:42]1[CH:47]=[CH:46][CH:45]=[CH:44][CH:43]=1.[CH3:57][O:58][CH2:59][C@H:60](O)[CH3:61], predict the reaction product. The product is: [CH3:57][O:58][CH2:59][C@@H:60]([S:34][C:35]1[CH:53]=[CH:52][C:51]([N+:54]([O-:56])=[O:55])=[CH:50][C:36]=1[CH2:37][N:38]([CH3:49])[C:39](=[O:48])[O:40][CH2:41][C:42]1[CH:43]=[CH:44][CH:45]=[CH:46][CH:47]=1)[CH3:61]. (2) Given the reactants Cl[C:2]1[CH:11]=[CH:10][C:9]2[C:4](=[CH:5][CH:6]=[CH:7][CH:8]=2)[N:3]=1.[CH3:12][NH:13][CH2:14][CH2:15][CH2:16][NH2:17], predict the reaction product. The product is: [CH3:12][NH:13][CH2:14][CH2:15][CH2:16][NH:17][C:2]1[CH:11]=[CH:10][C:9]2[C:4](=[CH:5][CH:6]=[CH:7][CH:8]=2)[N:3]=1. (3) Given the reactants C([O:9][CH:10]1[CH2:15][CH2:14][CH2:13][C:12]([F:17])([F:16])[CH2:11]1)(=O)C1C=CC=CC=1.[OH-].[Na+].O, predict the reaction product. The product is: [F:16][C:12]1([F:17])[CH2:13][CH2:14][CH2:15][CH:10]([OH:9])[CH2:11]1. (4) The product is: [F:1][C:2]([F:20])([F:21])[C:3]1[CH:4]=[CH:5][C:6](/[CH:9]=[CH:10]/[CH:11]=[CH:12]/[CH:13]=[CH:14]/[CH2:15][OH:16])=[CH:7][CH:8]=1. Given the reactants [F:1][C:2]([F:21])([F:20])[C:3]1[CH:8]=[CH:7][C:6](/[CH:9]=[CH:10]/[CH:11]=[CH:12]/[CH:13]=[CH:14]/[C:15](OCC)=[O:16])=[CH:5][CH:4]=1.[H-].C([Al+]CC(C)C)C(C)C, predict the reaction product. (5) The product is: [CH3:3][CH:2]([C:4]1[N:5]=[C:6]([NH:25][C:26]2[CH:27]=[CH:28][C:29]([CH:32]([OH:34])[CH3:33])=[CH:30][CH:31]=2)[C:7]2[CH2:13][CH2:12][N:11]([C:14]3[C:19]([C:20]([F:21])([F:23])[F:22])=[CH:18][CH:17]=[CH:16][N:15]=3)[CH2:10][CH2:9][C:8]=2[N:24]=1)[CH3:1]. Given the reactants [CH3:1][CH:2]([C:4]1[N:5]=[C:6]([NH:25][C:26]2[CH:31]=[CH:30][C:29]([C:32](=[O:34])[CH3:33])=[CH:28][CH:27]=2)[C:7]2[CH2:13][CH2:12][N:11]([C:14]3[C:19]([C:20]([F:23])([F:22])[F:21])=[CH:18][CH:17]=[CH:16][N:15]=3)[CH2:10][CH2:9][C:8]=2[N:24]=1)[CH3:3].[BH4-].[Na+], predict the reaction product. (6) Given the reactants [C:1]([O:5][C:6]([N:8]1[CH2:13][CH2:12][CH:11](C(O)=O)[CH2:10][CH2:9]1)=[O:7])([CH3:4])([CH3:3])[CH3:2].C([N:19]([CH2:22]C)CC)C.C1(P(N=[N+]=[N-])(C2C=CC=CC=2)=[O:31])C=CC=CC=1.[Cl:41][C:42]1[CH:43]=[C:44]2[C:49](=[CH:50][CH:51]=1)[CH:48]=[C:47]([S:52]([CH2:55][C@@H:56]1[CH2:60][CH2:59][CH2:58][NH:57]1)(=[O:54])=[O:53])[CH:46]=[CH:45]2, predict the reaction product. The product is: [Cl:41][C:42]1[CH:43]=[C:44]2[C:49](=[CH:50][CH:51]=1)[CH:48]=[C:47]([S:52]([CH2:55][C@@H:56]1[CH2:60][CH2:59][CH2:58][N:57]1[C:22]([NH:19][CH:11]1[CH2:10][CH2:9][N:8]([C:6]([O:5][C:1]([CH3:2])([CH3:3])[CH3:4])=[O:7])[CH2:13][CH2:12]1)=[O:31])(=[O:53])=[O:54])[CH:46]=[CH:45]2. (7) Given the reactants [CH3:1][O:2][C:3]1[CH:4]=[C:5]([C:9]2[CH:10]=[C:11]3[C:16](=[C:17]([C:19]4[C:28]5[C:23](=[CH:24][CH:25]=[CH:26][CH:27]=5)[CH:22]=[CH:21][CH:20]=4)[CH:18]=2)[NH:15][C:14](=O)[CH:13]=[CH:12]3)[CH:6]=[CH:7][CH:8]=1.CN(C)C1C=CC=CC=1.O=P(Cl)(Cl)[Cl:41].C([O-])(O)=O.[Na+], predict the reaction product. The product is: [Cl:41][C:14]1[CH:13]=[CH:12][C:11]2[C:16](=[C:17]([C:19]3[C:28]4[C:23](=[CH:24][CH:25]=[CH:26][CH:27]=4)[CH:22]=[CH:21][CH:20]=3)[CH:18]=[C:9]([C:5]3[CH:6]=[CH:7][CH:8]=[C:3]([O:2][CH3:1])[CH:4]=3)[CH:10]=2)[N:15]=1. (8) Given the reactants [C:1]([O:5][C:6]([N:8]1[C@H:14]([C:15](O)=[O:16])[CH2:13][CH2:12][C@@H:11]2[C@H:9]1[CH2:10]2)=[O:7])([CH3:4])([CH3:3])[CH3:2].CO, predict the reaction product. The product is: [C:1]([O:5][C:6]([N:8]1[C@H:14]([CH2:15][OH:16])[CH2:13][CH2:12][C@@H:11]2[C@H:9]1[CH2:10]2)=[O:7])([CH3:4])([CH3:3])[CH3:2].